Dataset: Forward reaction prediction with 1.9M reactions from USPTO patents (1976-2016). Task: Predict the product of the given reaction. (1) The product is: [Br:25][C:8]1[C:9]([N:11]2[CH2:16][CH2:15][CH2:14][C@@H:13]([NH:17][C:18](=[O:24])[O:19][C:20]([CH3:21])([CH3:22])[CH3:23])[CH2:12]2)=[C:10]2[C:2]([NH:1][C:33]([O:35][CH2:36][CH3:37])=[O:34])=[CH:3][NH:4][C:5]2=[N:6][CH:7]=1. Given the reactants [NH2:1][C:2]1[C:10]2[C:5](=[N:6][CH:7]=[C:8]([Br:25])[C:9]=2[N:11]2[CH2:16][CH2:15][CH2:14][C@@H:13]([NH:17][C:18](=[O:24])[O:19][C:20]([CH3:23])([CH3:22])[CH3:21])[CH2:12]2)[NH:4][CH:3]=1.C(N(CC)CC)C.[C:33](O[C:33]([O:35][CH2:36][CH3:37])=[O:34])([O:35][CH2:36][CH3:37])=[O:34].O, predict the reaction product. (2) Given the reactants [F:1][C:2]1[CH:3]=[N:4][C:5]([C@@H:8]([NH2:10])[CH3:9])=[N:6][CH:7]=1.Cl[C:12]1[N:17]=[C:16]([NH:18][C:19]2[CH:23]=[C:22]([CH3:24])[NH:21][N:20]=2)[C:15]([CH3:25])=[CH:14][N:13]=1.CCN(C(C)C)C(C)C, predict the reaction product. The product is: [F:1][C:2]1[CH:3]=[N:4][C:5]([C@@H:8]([NH:10][C:12]2[N:17]=[C:16]([NH:18][C:19]3[CH:23]=[C:22]([CH3:24])[NH:21][N:20]=3)[C:15]([CH3:25])=[CH:14][N:13]=2)[CH3:9])=[N:6][CH:7]=1.